This data is from Catalyst prediction with 721,799 reactions and 888 catalyst types from USPTO. The task is: Predict which catalyst facilitates the given reaction. (1) Reactant: [Mg].Br[C:3]1[C:12]2[C:7](=[CH:8][CH:9]=[CH:10][CH:11]=2)[CH:6]=[CH:5][C:4]=1[CH3:13].[B:14](OC)([O:17]C)[O:15]C.[OH-].[Na+].Cl. Product: [CH3:13][C:4]1[CH:5]=[CH:6][C:7]2[C:12](=[CH:11][CH:10]=[CH:9][CH:8]=2)[C:3]=1[B:14]([OH:17])[OH:15]. The catalyst class is: 165. (2) Reactant: [Br:1][C:2]1[CH:3]=[C:4]([N:13]=[C:14]=[O:15])[CH:5]=[CH:6][C:7]=1[O:8][C:9]([F:12])([F:11])[F:10].BrC1C=C(C=CC=1OC(F)(F)F)N.C(OC(OC(C)(C)C)=O)(OC(C)(C)C)=O.C([O:48][C:49](=[O:66])[C:50]([S:53][C:54]1[CH:55]=[C:56]2[C:60](=[CH:61][CH:62]=1)[CH2:59][CH:58]([NH:63][CH2:64][CH3:65])[CH2:57]2)([CH3:52])[CH3:51])(C)(C)C. Product: [Br:1][C:2]1[CH:3]=[C:4]([NH:13][C:14](=[O:15])[N:63]([CH:58]2[CH2:57][C:56]3[C:60](=[CH:61][CH:62]=[C:54]([S:53][C:50]([CH3:51])([CH3:52])[C:49]([OH:66])=[O:48])[CH:55]=3)[CH2:59]2)[CH2:64][CH3:65])[CH:5]=[CH:6][C:7]=1[O:8][C:9]([F:12])([F:11])[F:10]. The catalyst class is: 527. (3) Reactant: Cl.Cl.Cl.[NH2:4][CH2:5][CH2:6][N:7]1[C:15]2[C:14]([NH:16][C:17]3[CH:18]=[N:19][C:20]([O:24][C:25]4[CH:30]=[CH:29][CH:28]=[C:27]([O:31][C:32]([F:35])([F:34])[F:33])[CH:26]=4)=[C:21]([Cl:23])[CH:22]=3)=[N:13][CH:12]=[N:11][C:10]=2[CH:9]=[CH:8]1.[CH3:36][S:37]([CH2:40][C:41](O)=[O:42])(=[O:39])=[O:38].Cl.C(N=C=NCCCN(C)C)C.O.ON1C2C=CC=CC=2N=N1. Product: [Cl:23][C:21]1[CH:22]=[C:17]([NH:16][C:14]2[C:15]3[N:7]([CH2:6][CH2:5][NH:4][C:41](=[O:42])[CH2:40][S:37]([CH3:36])(=[O:39])=[O:38])[CH:8]=[CH:9][C:10]=3[N:11]=[CH:12][N:13]=2)[CH:18]=[N:19][C:20]=1[O:24][C:25]1[CH:30]=[CH:29][CH:28]=[C:27]([O:31][C:32]([F:33])([F:34])[F:35])[CH:26]=1. The catalyst class is: 289. (4) The catalyst class is: 1. Product: [S:1]1[C:5]2[CH:6]=[CH:7][CH:8]=[CH:9][C:4]=2[C:3]([CH2:10][CH2:11][N:12]2[CH2:13][CH:14]=[C:15]([C:18]3[C:26]4[C:21](=[CH:22][CH:23]=[CH:24][CH:25]=4)[N:20]([CH3:27])[CH:19]=3)[CH2:16][CH2:17]2)=[CH:2]1. Reactant: [S:1]1[C:5]2[CH:6]=[CH:7][CH:8]=[CH:9][C:4]=2[C:3]([CH2:10][CH2:11][N:12]2[CH2:17][CH:16]=[C:15]([C:18]3[C:26]4[C:21](=[CH:22][CH:23]=[CH:24][CH:25]=4)[NH:20][CH:19]=3)[CH2:14][CH2:13]2)=[CH:2]1.[CH3:27]CCCCC.CI. (5) Reactant: [OH:1][C:2]12[CH2:11][CH:6]3[CH2:7][CH:8]([CH2:10][CH:4]([C:5]3=[O:12])[CH2:3]1)[CH2:9]2.[BH4-].[Na+]. Product: [OH:1][C:2]12[CH2:11][CH:6]3[CH2:7][CH:8]([CH2:10][CH:4]([CH:5]3[OH:12])[CH2:3]1)[CH2:9]2. The catalyst class is: 240. (6) Reactant: [Cl:1][C:2]1[CH:3]=[C:4]2[C:8](=[CH:9][C:10]=1[O:11][CH3:12])[CH2:7][N:6](CC1C=CC(OC)=CC=1)[CH2:5]2.C1(OC)C=CC=CC=1. Product: [Cl:1][C:2]1[CH:3]=[C:4]2[C:8](=[CH:9][C:10]=1[O:11][CH3:12])[CH2:7][NH:6][CH2:5]2. The catalyst class is: 55. (7) Reactant: C(OC([NH:8][C@@H:9]1[C:23](=[O:24])[N:22]2[CH2:25][C@H:26]([O:28][C:29]3[C:30]4[CH:43]=[CH:42][S:41][C:31]=4[N:32]=[C:33]([C:35]4[CH:40]=[CH:39][CH:38]=[CH:37][N:36]=4)[N:34]=3)[CH2:27][C@H:21]2[C:20](=[O:44])[NH:19][C@:18]2([C:46]([O:48][CH3:49])=[O:47])[CH2:45][C@H:17]2[CH:16]=[CH:15][CH2:14][CH2:13][CH2:12][CH2:11][CH2:10]1)=O)(C)(C)C.FC(F)(F)C(O)=O. Product: [NH2:8][C@@H:9]1[C:23](=[O:24])[N:22]2[CH2:25][C@H:26]([O:28][C:29]3[C:30]4[CH:43]=[CH:42][S:41][C:31]=4[N:32]=[C:33]([C:35]4[CH:40]=[CH:39][CH:38]=[CH:37][N:36]=4)[N:34]=3)[CH2:27][C@H:21]2[C:20](=[O:44])[NH:19][C@:18]2([C:46]([O:48][CH3:49])=[O:47])[CH2:45][C@H:17]2[CH:16]=[CH:15][CH2:14][CH2:13][CH2:12][CH2:11][CH2:10]1. The catalyst class is: 4.